This data is from Full USPTO retrosynthesis dataset with 1.9M reactions from patents (1976-2016). The task is: Predict the reactants needed to synthesize the given product. Given the product [CH:20]1([C:14]2[C:4]([O:3][CH2:1][CH3:2])=[CH:5][C:6]([C:7]([O:9][CH2:10][CH3:11])=[O:8])=[CH:12][C:13]=2[O:16][CH2:17][CH3:18])[CH2:23][CH2:22][CH2:21]1, predict the reactants needed to synthesize it. The reactants are: [CH2:1]([O:3][C:4]1[CH:5]=[C:6]([CH:12]=[C:13]([O:16][CH2:17][CH3:18])[C:14]=1I)[C:7]([O:9][CH2:10][CH3:11])=[O:8])[CH3:2].[Br-].[CH:20]1([Zn+])[CH2:23][CH2:22][CH2:21]1.C1COCC1.[Cl-].[NH4+].